This data is from Catalyst prediction with 721,799 reactions and 888 catalyst types from USPTO. The task is: Predict which catalyst facilitates the given reaction. (1) Reactant: [OH:1][C:2]1[CH:7]=[CH:6][C:5]([N+:8]([O-:10])=[O:9])=[CH:4][C:3]=1[C:11](=[O:14])[CH2:12][CH3:13].[H-].[Na+].Br[CH:18]([C:25]1[CH:30]=[CH:29][CH:28]=[CH:27][CH:26]=1)[C:19]1[CH:24]=[CH:23][CH:22]=[CH:21][CH:20]=1.[Cl-].[NH4+]. Product: [CH:18]([O:1][C:2]1[CH:7]=[CH:6][C:5]([N+:8]([O-:10])=[O:9])=[CH:4][C:3]=1[C:11](=[O:14])[CH2:12][CH3:13])([C:19]1[CH:24]=[CH:23][CH:22]=[CH:21][CH:20]=1)[C:25]1[CH:30]=[CH:29][CH:28]=[CH:27][CH:26]=1. The catalyst class is: 3. (2) Reactant: [N:1]1[N:2]([C:6]2[CH:11]=[CH:10][CH:9]=[CH:8][C:7]=2[CH2:12]O)[N:3]=[CH:4][CH:5]=1.P(Br)(Br)[Br:15].C([O-])(O)=O.[Na+]. Product: [Br:15][CH2:12][C:7]1[CH:8]=[CH:9][CH:10]=[CH:11][C:6]=1[N:2]1[N:3]=[CH:4][CH:5]=[N:1]1. The catalyst class is: 1. (3) Reactant: C(C1C=C(O)C(=CC=1)O)(C)(C)C.S(Cl)([Cl:15])=O.CN(C)C=O.[CH2:22]=[CH:23][C:24]1[CH:29]=[CH:28][C:27]([S:30]([O-:33])(=O)=[O:31])=[CH:26][CH:25]=1.[Na+]. Product: [CH2:22]=[CH:23][C:24]1[CH:29]=[CH:28][C:27]([S:30]([Cl:15])(=[O:33])=[O:31])=[CH:26][CH:25]=1. The catalyst class is: 6. (4) Reactant: [Cl:1][C:2]1[C:7]([C:8]([NH:10][C@@H:11]([CH3:14])[CH2:12][OH:13])=[O:9])=[C:6](Cl)[N:5]=[CH:4][N:3]=1.[NH3:16]. Product: [NH2:16][C:6]1[C:7]([C:8]([NH:10][C@@H:11]([CH3:14])[CH2:12][OH:13])=[O:9])=[C:2]([Cl:1])[N:3]=[CH:4][N:5]=1. The catalyst class is: 1. (5) Reactant: [OH:1][C:2]1[CH:9]=[CH:8][C:5]([CH:6]=[O:7])=[CH:4][CH:3]=1.Br[CH2:11][CH2:12][CH2:13][CH2:14][CH2:15][CH2:16][CH2:17][CH2:18][CH2:19][CH2:20][CH2:21][OH:22].C(=O)([O-])[O-].[K+].[K+].[I-].[K+]. Product: [OH:22][CH2:21][CH2:20][CH2:19][CH2:18][CH2:17][CH2:16][CH2:15][CH2:14][CH2:13][CH2:12][CH2:11][O:1][C:2]1[CH:9]=[CH:8][C:5]([CH:6]=[O:7])=[CH:4][CH:3]=1. The catalyst class is: 9. (6) Reactant: [Cl:1][C:2]1[CH:3]=[C:4]([C:8](=O)/[CH:9]=[C:10](/[C:13]([O:15][CH2:16][CH3:17])=[O:14])\O[Li])[CH:5]=[N:6][CH:7]=1.[C:19]1([NH:25][NH2:26])[CH:24]=[CH:23][CH:22]=[CH:21][CH:20]=1. The catalyst class is: 699. Product: [Cl:1][C:2]1[CH:3]=[C:4]([C:8]2[CH:9]=[C:10]([C:13]([O:15][CH2:16][CH3:17])=[O:14])[N:25]([C:19]3[CH:24]=[CH:23][CH:22]=[CH:21][CH:20]=3)[N:26]=2)[CH:5]=[N:6][CH:7]=1. (7) Reactant: C[O:2][C:3]1[C:8]2=[CH:9][CH:10]=[C:11]3[C:20]([N:19]=[C:18]4[C:13]([CH:14]=[CH:15][CH:16]=[C:17]4[C:21]([OH:23])=[O:22])=[N:12]3)=[C:7]2[CH:6]=[CH:5][CH:4]=1.B(Br)(Br)Br. Product: [OH:2][C:3]1[C:8]2=[CH:9][CH:10]=[C:11]3[C:20]([N:19]=[C:18]4[C:13]([CH:14]=[CH:15][CH:16]=[C:17]4[C:21]([OH:23])=[O:22])=[N:12]3)=[C:7]2[CH:6]=[CH:5][CH:4]=1. The catalyst class is: 4. (8) Reactant: [NH2:1][C:2]1[C:7]([OH:8])=[CH:6][CH:5]=[CH:4][N:3]=1.C([O:11][C:12](=O)[CH:13]([C:16]1[CH:21]=[CH:20][C:19]([Cl:22])=[CH:18][CH:17]=1)[CH:14]=O)C. Product: [Cl:22][C:19]1[CH:18]=[CH:17][C:16]([C:13]2[C:12](=[O:11])[N:3]3[CH:4]=[CH:5][CH:6]=[C:7]([OH:8])[C:2]3=[N:1][CH:14]=2)=[CH:21][CH:20]=1. The catalyst class is: 14.